From a dataset of Experimentally validated miRNA-target interactions with 360,000+ pairs, plus equal number of negative samples. Binary Classification. Given a miRNA mature sequence and a target amino acid sequence, predict their likelihood of interaction. (1) The miRNA is hsa-miR-410-5p with sequence AGGUUGUCUGUGAUGAGUUCG. The protein sequence of the target gene is MSTNTDLSLSSYDEGQGSKFIRKAKETPFVPIGMAGFAAIVAYGLYKLKSRGNTKMSIHLIHMRVAAQGFVVGAMTLGMGYSMYQEFWANPKPKP. Result: 0 (no interaction). (2) The miRNA is hsa-miR-30c-1-3p with sequence CUGGGAGAGGGUUGUUUACUCC. The protein sequence of the target gene is MPKPPDYSELSDSLTLAVGTGRFSGPLHRAWRMMNFRQRMGWIGVGLYLLASAAAFYYVFEISETYNRLALEHIQQHPEEPLEGTTWTHSLKAQLLSLPFWVWTVIFLVPYLQMFLFLYSCTRADPKTVGYCIIPICLAVICNRHQAFVKASNQISRLQLIDT. Result: 1 (interaction).